Dataset: Reaction yield outcomes from USPTO patents with 853,638 reactions. Task: Predict the reaction yield, written as a fraction of the theoretical maximum amount of product (1.0 means a 100% yield; for example, 0.34 means a 34% yield). (1) The reactants are [C:1]([C:5]1[CH:9]=[C:8]([NH:10][C:11](=[O:13])[O-])[N:7]([C:14]2[CH:15]=[N:16][CH:17]=[CH:18][C:19]=2[CH3:20])[N:6]=1)([CH3:4])([CH3:3])[CH3:2].[CH3:21][O:22][C:23]1[CH:24]=[C:25]2[C:30](=[CH:31][C:32]=1[O:33][CH3:34])[N:29]=[CH:28][N:27]=[C:26]2[O:35][C:36]1[CH:37]=[C:38]([CH:40]=[CH:41][CH:42]=1)[NH2:39]. No catalyst specified. The product is [C:1]([C:5]1[CH:9]=[C:8]([NH:10][C:11]([NH:39][C:38]2[CH:40]=[CH:41][CH:42]=[C:36]([O:35][C:26]3[C:25]4[C:30](=[CH:31][C:32]([O:33][CH3:34])=[C:23]([O:22][CH3:21])[CH:24]=4)[N:29]=[CH:28][N:27]=3)[CH:37]=2)=[O:13])[N:7]([C:14]2[CH:15]=[N:16][CH:17]=[CH:18][C:19]=2[CH3:20])[N:6]=1)([CH3:2])([CH3:3])[CH3:4]. The yield is 0.870. (2) The reactants are [CH3:1][C@@H:2]1[NH:7][CH2:6][CH2:5][N:4]([C:8]2[N:9]([CH2:30][C:31]([F:34])([F:33])[F:32])[C:10]3[C:15]([N:16]=2)=[C:14]([N:17]2[CH2:22][CH2:21][O:20][CH2:19][CH2:18]2)[N:13]=[C:12]([C:23]2[CH:24]=[N:25][C:26]([NH2:29])=[N:27][CH:28]=2)[N:11]=3)[CH2:3]1.[CH3:35]N(CCS(O)(=O)=O)C.[OH-:44].[Na+]. The catalyst is O1CCCC1. The product is [NH2:29][C:26]1[N:27]=[CH:28][C:23]([C:12]2[N:11]=[C:10]3[C:15]([N:16]=[C:8]([N:4]4[CH2:5][CH2:6][N:7]([CH:35]=[O:44])[C@@H:2]([CH3:1])[CH2:3]4)[N:9]3[CH2:30][C:31]([F:34])([F:32])[F:33])=[C:14]([N:17]3[CH2:18][CH2:19][O:20][CH2:21][CH2:22]3)[N:13]=2)=[CH:24][N:25]=1. The yield is 0.880. (3) The reactants are [C:1]([C:5]1[CH:27]=[CH:26][C:8]([C:9]([C:11]2[N:12]([CH2:16][CH2:17][NH:18]C(=O)OC(C)(C)C)[CH:13]=[CH:14][CH:15]=2)=[O:10])=[CH:7][CH:6]=1)([CH3:4])([CH3:3])[CH3:2].Cl. The catalyst is C(OCC)(=O)C.C([O-])(O)=O.[Na+]. The product is [NH2:18][CH2:17][CH2:16][N:12]1[CH:13]=[CH:14][CH:15]=[C:11]1[C:9]([C:8]1[CH:7]=[CH:6][C:5]([C:1]([CH3:4])([CH3:3])[CH3:2])=[CH:27][CH:26]=1)=[O:10]. The yield is 0.990. (4) The reactants are Cl.[NH2:2][CH2:3][CH2:4][CH2:5][CH2:6][CH2:7][C:8]([O:10][CH3:11])=[O:9].[F:12][C:13]([F:24])([F:23])[C:14](O[C:14](=[O:15])[C:13]([F:24])([F:23])[F:12])=[O:15].C(N(CC)CC)C. The catalyst is C(Cl)Cl. The product is [F:12][C:13]([F:24])([F:23])[C:14]([NH:2][CH2:3][CH2:4][CH2:5][CH2:6][CH2:7][C:8]([O:10][CH3:11])=[O:9])=[O:15]. The yield is 0.990. (5) The reactants are [Si]([O:8][CH2:9][C@H:10]1[C@H:14]([O:15][CH:16]2[CH2:21][CH2:20][CH2:19][CH2:18][O:17]2)[CH2:13][C@@H:12]([Cl:22])[C@@H:11]1[CH2:23]/[CH:24]=[CH:25]\[CH2:26][CH2:27][CH2:28][C:29]([O:31][CH2:32][CH:33]=[CH2:34])=[O:30])(C(C)(C)C)(C)C. The catalyst is CCCC[N+](CCCC)(CCCC)CCCC.[F-].C1COCC1. The product is [Cl:22][C@H:12]1[C@H:11]([CH2:23]/[CH:24]=[CH:25]\[CH2:26][CH2:27][CH2:28][C:29]([O:31][CH2:32][CH:33]=[CH2:34])=[O:30])[C@@H:10]([CH2:9][OH:8])[C@H:14]([O:15][CH:16]2[CH2:21][CH2:20][CH2:19][CH2:18][O:17]2)[CH2:13]1. The yield is 1.00.